Task: Regression. Given two drug SMILES strings and cell line genomic features, predict the synergy score measuring deviation from expected non-interaction effect.. Dataset: NCI-60 drug combinations with 297,098 pairs across 59 cell lines (1) Drug 1: C1CN1P(=S)(N2CC2)N3CC3. Drug 2: CC1=C(C(=O)C2=C(C1=O)N3CC4C(C3(C2COC(=O)N)OC)N4)N. Cell line: SN12C. Synergy scores: CSS=43.2, Synergy_ZIP=-5.37, Synergy_Bliss=-4.05, Synergy_Loewe=-5.76, Synergy_HSA=-0.0525. (2) Drug 1: CCC1=C2CN3C(=CC4=C(C3=O)COC(=O)C4(CC)O)C2=NC5=C1C=C(C=C5)O. Drug 2: C1=CC=C(C(=C1)C(C2=CC=C(C=C2)Cl)C(Cl)Cl)Cl. Cell line: HOP-62. Synergy scores: CSS=41.9, Synergy_ZIP=7.30, Synergy_Bliss=15.5, Synergy_Loewe=2.56, Synergy_HSA=2.61. (3) Drug 1: CCCCCOC(=O)NC1=NC(=O)N(C=C1F)C2C(C(C(O2)C)O)O. Drug 2: C1=CN(C=N1)CC(O)(P(=O)(O)O)P(=O)(O)O. Cell line: T-47D. Synergy scores: CSS=3.33, Synergy_ZIP=0.525, Synergy_Bliss=2.90, Synergy_Loewe=0.592, Synergy_HSA=0.344. (4) Drug 1: C1CN1P(=S)(N2CC2)N3CC3. Drug 2: C1CN1C2=NC(=NC(=N2)N3CC3)N4CC4. Cell line: HT29. Synergy scores: CSS=27.6, Synergy_ZIP=-8.28, Synergy_Bliss=0.971, Synergy_Loewe=-10.0, Synergy_HSA=-1.17. (5) Drug 1: C1=C(C(=O)NC(=O)N1)N(CCCl)CCCl. Drug 2: CC(C1=C(C=CC(=C1Cl)F)Cl)OC2=C(N=CC(=C2)C3=CN(N=C3)C4CCNCC4)N. Cell line: CAKI-1. Synergy scores: CSS=44.0, Synergy_ZIP=-8.52, Synergy_Bliss=-9.30, Synergy_Loewe=-6.20, Synergy_HSA=-5.89. (6) Drug 1: CCC1(CC2CC(C3=C(CCN(C2)C1)C4=CC=CC=C4N3)(C5=C(C=C6C(=C5)C78CCN9C7C(C=CC9)(C(C(C8N6C=O)(C(=O)OC)O)OC(=O)C)CC)OC)C(=O)OC)O.OS(=O)(=O)O. Drug 2: C1CCC(C(C1)N)N.C(=O)(C(=O)[O-])[O-].[Pt+4]. Cell line: SK-MEL-5. Synergy scores: CSS=47.0, Synergy_ZIP=-8.10, Synergy_Bliss=-2.29, Synergy_Loewe=-18.9, Synergy_HSA=-3.78. (7) Drug 1: CCC1(C2=C(COC1=O)C(=O)N3CC4=CC5=C(C=CC(=C5CN(C)C)O)N=C4C3=C2)O. Drug 2: CNC(=O)C1=NC=CC(=C1)OC2=CC=C(C=C2)NC(=O)NC3=CC(=C(C=C3)Cl)C(F)(F)F. Cell line: HT29. Synergy scores: CSS=77.4, Synergy_ZIP=-1.28, Synergy_Bliss=-1.38, Synergy_Loewe=-3.14, Synergy_HSA=3.49. (8) Drug 1: CC1C(C(CC(O1)OC2CC(OC(C2O)C)OC3=CC4=CC5=C(C(=O)C(C(C5)C(C(=O)C(C(C)O)O)OC)OC6CC(C(C(O6)C)O)OC7CC(C(C(O7)C)O)OC8CC(C(C(O8)C)O)(C)O)C(=C4C(=C3C)O)O)O)O. Drug 2: C1C(C(OC1N2C=NC(=NC2=O)N)CO)O. Cell line: PC-3. Synergy scores: CSS=47.9, Synergy_ZIP=-0.899, Synergy_Bliss=0.940, Synergy_Loewe=-0.955, Synergy_HSA=-0.834. (9) Drug 1: C1CC(C1)(C(=O)O)C(=O)O.[NH2-].[NH2-].[Pt+2]. Drug 2: C1CCC(C(C1)N)N.C(=O)(C(=O)[O-])[O-].[Pt+4]. Cell line: SF-539. Synergy scores: CSS=31.0, Synergy_ZIP=-5.42, Synergy_Bliss=-7.90, Synergy_Loewe=-3.25, Synergy_HSA=-2.12. (10) Drug 1: CNC(=O)C1=CC=CC=C1SC2=CC3=C(C=C2)C(=NN3)C=CC4=CC=CC=N4. Drug 2: CN(C)C1=NC(=NC(=N1)N(C)C)N(C)C. Cell line: LOX IMVI. Synergy scores: CSS=2.94, Synergy_ZIP=-2.83, Synergy_Bliss=-2.61, Synergy_Loewe=-0.0292, Synergy_HSA=-0.293.